From a dataset of Full USPTO retrosynthesis dataset with 1.9M reactions from patents (1976-2016). Predict the reactants needed to synthesize the given product. (1) Given the product [Br:19][C:4]1[CH:5]=[C:6]([CH2:10][CH2:11][C:12]#[N:13])[CH:7]=[C:8]([CH3:9])[C:3]=1[O:2][CH3:1], predict the reactants needed to synthesize it. The reactants are: [CH3:1][O:2][C:3]1[C:8]([CH3:9])=[CH:7][C:6]([CH2:10][CH2:11][C:12]#[N:13])=[CH:5][CH:4]=1.C([O-])(=O)C.[Na+].[Br:19]Br.O. (2) Given the product [C:1]([N:8]1[CH2:9][CH2:10][CH:11]([C:14]2[N:15]([CH:21]3[CH2:23][CH2:22]3)[N:16]=[CH:17][C:18]=2[CH:19]=[O:20])[CH2:12][CH2:13]1)([O:3][C:4]([CH3:7])([CH3:6])[CH3:5])=[O:2], predict the reactants needed to synthesize it. The reactants are: [C:1]([N:8]1[CH2:13][CH2:12][CH:11]([C:14]2[N:15]([CH:21]3[CH2:23][CH2:22]3)[N:16]=[CH:17][C:18]=2[CH2:19][OH:20])[CH2:10][CH2:9]1)([O:3][C:4]([CH3:7])([CH3:6])[CH3:5])=[O:2].